Dataset: Full USPTO retrosynthesis dataset with 1.9M reactions from patents (1976-2016). Task: Predict the reactants needed to synthesize the given product. (1) Given the product [CH2:1]([O:3][C:4](=[O:8])[CH:5]([NH:16][C:13]1[CH:14]=[CH:15][C:10]([Br:9])=[C:11]([CH3:17])[CH:12]=1)[CH3:6])[CH3:2], predict the reactants needed to synthesize it. The reactants are: [CH2:1]([O:3][C:4](=[O:8])[CH:5](Br)[CH3:6])[CH3:2].[Br:9][C:10]1[CH:15]=[CH:14][C:13]([NH2:16])=[CH:12][C:11]=1[CH3:17].CN(C)C1C=CC=CC=1. (2) Given the product [ClH:34].[NH2:7][CH2:8][C@@H:9]1[CH2:11][C@H:10]1[C:12]1[CH:13]=[C:14]([C:18]2[CH:19]=[CH:20][C:21]([C:24]#[N:25])=[CH:22][CH:23]=2)[CH:15]=[CH:16][CH:17]=1, predict the reactants needed to synthesize it. The reactants are: C(OC(=O)[NH:7][CH2:8][C@@H:9]1[CH2:11][C@H:10]1[C:12]1[CH:13]=[C:14]([C:18]2[CH:23]=[CH:22][C:21]([C:24]#[N:25])=[CH:20][CH:19]=2)[CH:15]=[CH:16][CH:17]=1)(C)(C)C.C(O)(C(F)(F)F)=O.[ClH:34].CCOCC. (3) Given the product [NH:5]1[CH2:22][CH2:23][N:24]=[C:4]1[C:3]1[C:2]([NH2:1])=[C:9]([O:10][CH3:11])[C:8]([O:12][CH2:13][CH2:14][CH2:15][N:16]2[CH2:17][CH2:18][O:19][CH2:20][CH2:21]2)=[CH:7][CH:6]=1, predict the reactants needed to synthesize it. The reactants are: [NH2:1][C:2]1[C:9]([O:10][CH3:11])=[C:8]([O:12][CH2:13][CH2:14][CH2:15][N:16]2[CH2:21][CH2:20][O:19][CH2:18][CH2:17]2)[CH:7]=[CH:6][C:3]=1[C:4]#[N:5].[CH2:22](N)[CH2:23][NH2:24].[S]. (4) Given the product [C:1]([O:5][C:6]([N:8]1[CH2:9][CH:10]2[CH2:14][CH:12]([NH:11]2)[CH2:13]1)=[O:7])([CH3:4])([CH3:2])[CH3:3], predict the reactants needed to synthesize it. The reactants are: [C:1]([O:5][C:6]([N:8]1[CH2:13][CH:12]2[CH2:14][CH:10]([N:11]2C(C(F)(F)F)=O)[CH2:9]1)=[O:7])([CH3:4])([CH3:3])[CH3:2].C(=O)([O-])[O-].[K+].[K+]. (5) The reactants are: C([N:8]1[CH2:14][CH:13]2[CH:10]([CH2:11][N:12]2[C:15](=[O:30])[CH2:16][NH:17][C:18](=[O:29])[C:19]2[CH:24]=[CH:23][CH:22]=[C:21]([C:25]([F:28])([F:27])[F:26])[CH:20]=2)[CH2:9]1)C1C=CC=CC=1.Cl. Given the product [CH:10]12[CH2:11][N:12]([C:15](=[O:30])[CH2:16][NH:17][C:18](=[O:29])[C:19]3[CH:24]=[CH:23][CH:22]=[C:21]([C:25]([F:27])([F:28])[F:26])[CH:20]=3)[CH:13]1[CH2:14][NH:8][CH2:9]2, predict the reactants needed to synthesize it. (6) Given the product [Br:14][C:3]1[C:4]2[C:9](=[CH:8][CH:7]=[C:6]([C:10]#[N:11])[CH:5]=2)[NH:1][N:2]=1, predict the reactants needed to synthesize it. The reactants are: [NH:1]1[C:9]2[C:4](=[CH:5][C:6]([C:10]#[N:11])=[CH:7][CH:8]=2)[CH:3]=[N:2]1.CO.[Br:14]Br.Cl. (7) Given the product [O:8]1[C:5]2[CH:6]=[CH:7][C:2]([C:14]3[CH:15]=[N:16][CH:17]=[CH:18][CH:19]=3)=[CH:3][C:4]=2[O:10][CH2:9]1, predict the reactants needed to synthesize it. The reactants are: B(O)(O)[C:2]1[CH:7]=[CH:6][C:5]2[O:8][CH2:9][O:10][C:4]=2[CH:3]=1.Br[C:14]1[CH:15]=[N:16][CH:17]=[CH:18][CH:19]=1.C([O-])([O-])=O.[Na+].[Na+].CCO. (8) Given the product [Cl:1][C:2]1[C:9]([CH3:10])=[C:8]([N:11]2[C@H:15]([CH3:16])[C@H:14]([OH:17])[C:13]([CH3:19])([CH3:18])[C:12]2=[O:20])[CH:7]=[CH:6][C:3]=1[C:4]#[N:5], predict the reactants needed to synthesize it. The reactants are: [Cl:1][C:2]1[C:9]([CH3:10])=[C:8]([N:11]2[CH:15]([CH3:16])[C:14](=[O:17])[C:13]([CH3:19])([CH3:18])[C:12]2=[O:20])[CH:7]=[CH:6][C:3]=1[C:4]#[N:5].C([BH-](C(CC)C)C(CC)C)(CC)C.[Li+].C1COCC1. (9) Given the product [NH2:22]/[C:9](/[CH:10]([CH2:13][CH3:14])[CH2:11][CH3:12])=[C:3](/[C:1]#[N:2])\[C:4]([O:6][CH2:7][CH3:8])=[O:5], predict the reactants needed to synthesize it. The reactants are: [C:1]([C:3](=[C:9](OC(=O)C(C)(C)C)[CH:10]([CH2:13][CH3:14])[CH2:11][CH3:12])[C:4]([O:6][CH2:7][CH3:8])=[O:5])#[N:2].[NH3:22]. (10) The reactants are: C1N=CN(C(N2C=NC=C2)=O)C=1.[C:13]([NH:20][CH2:21][C:22]([OH:24])=O)([O:15][C:16]([CH3:19])([CH3:18])[CH3:17])=[O:14].[C:25]1([CH:31]2[NH:36][CH2:35][CH2:34][N:33]3[CH:37]=[CH:38][CH:39]=[C:32]23)[CH:30]=[CH:29][CH:28]=[CH:27][CH:26]=1.[N-]1C=CN=C1.C(NCC(O)=O)(OC(C)(C)C)=O. Given the product [O:24]=[C:22]([N:36]1[CH2:35][CH2:34][N:33]2[CH:37]=[CH:38][CH:39]=[C:32]2[CH:31]1[C:25]1[CH:26]=[CH:27][CH:28]=[CH:29][CH:30]=1)[CH2:21][NH:20][C:13](=[O:14])[O:15][C:16]([CH3:17])([CH3:18])[CH3:19], predict the reactants needed to synthesize it.